From a dataset of Catalyst prediction with 721,799 reactions and 888 catalyst types from USPTO. Predict which catalyst facilitates the given reaction. (1) Reactant: [Cl:1][C:2]1[N:7]=[C:6]2[N:8](C(C3C=CC=CC=3)=O)[CH:9]=[CH:10][C:5]2=[CH:4][CH:3]=1.[OH-].[Na+].C(OCC)(=O)C. Product: [Cl:1][C:2]1[N:7]=[C:6]2[NH:8][CH:9]=[CH:10][C:5]2=[CH:4][CH:3]=1. The catalyst class is: 5. (2) Reactant: [C:1]([O:9][CH2:10][C@@H:11]1[CH2:15][C@@H:14]([O:16]C(=O)C)[C@H:13]([N:20]2[C:24]3[N:25]=[C:26]([NH2:30])[NH:27][C:28](=[O:29])[C:23]=3[S:22][C:21]2=[O:31])[O:12]1)(=[O:8])[C:2]1[CH:7]=[CH:6][CH:5]=[CH:4][CH:3]=1.C(=O)([O-])[O-].[K+].[K+]. Product: [NH2:30][C:26]1[NH:27][C:28](=[O:29])[C:23]2[S:22][C:21](=[O:31])[N:20]([C@H:13]3[C@H:14]([OH:16])[CH2:15][C@@H:11]([CH2:10][OH:9])[O:12]3)[C:24]=2[N:25]=1.[C:1]([O:9][CH2:10][C@@H:11]1[CH2:15][C@@H:14]([OH:16])[C@H:13]([N:20]2[C:24]3[N:25]=[C:26]([NH2:30])[NH:27][C:28](=[O:29])[C:23]=3[S:22][C:21]2=[O:31])[O:12]1)(=[O:8])[C:2]1[CH:7]=[CH:6][CH:5]=[CH:4][CH:3]=1. The catalyst class is: 5. (3) Reactant: [Br:1][C:2]1[CH:3]=[C:4]([CH:8]2[CH2:15][CH:14]3[NH:16][CH:10]([CH2:11][C:12](=[O:17])[CH2:13]3)[CH2:9]2)[CH:5]=[CH:6][CH:7]=1.[F:18][C:19]([F:31])([F:30])[C:20]1[CH:25]=[CH:24][C:23]([S:26](Cl)(=[O:28])=[O:27])=[CH:22][CH:21]=1. Product: [Br:1][C:2]1[CH:3]=[C:4]([CH:8]2[CH2:15][CH:14]3[N:16]([S:26]([C:23]4[CH:22]=[CH:21][C:20]([C:19]([F:18])([F:30])[F:31])=[CH:25][CH:24]=4)(=[O:28])=[O:27])[CH:10]([CH2:11][C:12](=[O:17])[CH2:13]3)[CH2:9]2)[CH:5]=[CH:6][CH:7]=1. The catalyst class is: 298. (4) Reactant: Br[C:2]1[S:6][C:5]2[CH:7]=[CH:8][CH:9]=[CH:10][C:4]=2[CH:3]=1.[N:11]1[CH:16]=[CH:15][CH:14]=[CH:13][CH:12]=1.[Cu]C#N.C(N)CN. Product: [C:12]([C:10]1[C:4]2[CH:3]=[CH:2][S:6][C:5]=2[CH:7]=[CH:8][CH:9]=1)#[N:11].[C:16]([C:15]1[CH:14]=[CH:13][C:12]2[CH:3]=[CH:2][S:6][C:5]=2[CH:4]=1)#[N:11]. The catalyst class is: 35. (5) Reactant: Cl.[CH3:2][C:3]1[CH:4]=[CH:5][C:6]([C:10]([F:13])([F:12])[F:11])=[C:7]([CH:9]=1)[NH2:8].[N:14]([O-])=O.[Na+].[Cl:18][Sn]Cl.Cl.C(O)(C(F)(F)F)=O. Product: [ClH:18].[CH3:2][C:3]1[CH:4]=[CH:5][C:6]([C:10]([F:11])([F:12])[F:13])=[C:7]([NH:8][NH2:14])[CH:9]=1. The catalyst class is: 6.